From a dataset of Catalyst prediction with 721,799 reactions and 888 catalyst types from USPTO. Predict which catalyst facilitates the given reaction. (1) Reactant: Cl.[C:2]1([C:8]2[O:9][C:10]3[CH2:15][CH2:14][NH:13][CH2:12][C:11]=3[N:16]=2)[CH:7]=[CH:6][CH:5]=[CH:4][CH:3]=1.Cl[C:18]1[CH:23]=[N:22][CH:21]=[CH:20][N:19]=1.CCN(C(C)C)C(C)C. Product: [C:2]1([C:8]2[O:9][C:10]3[CH2:15][CH2:14][N:13]([C:18]4[CH:23]=[N:22][CH:21]=[CH:20][N:19]=4)[CH2:12][C:11]=3[N:16]=2)[CH:3]=[CH:4][CH:5]=[CH:6][CH:7]=1. The catalyst class is: 3. (2) Reactant: [CH2:1]([Li])[CH2:2][CH2:3][CH3:4].[C:6]([Si:10]([C:36]1[CH:41]=[CH:40][CH:39]=[CH:38][CH:37]=1)([C:30]1[CH:35]=[CH:34][CH:33]=[CH:32][CH:31]=1)[O:11][CH2:12][CH2:13][CH2:14][C@H:15]([C:24](=[O:29])N(OC)C)[CH2:16][C:17]([O:19][C:20]([CH3:23])([CH3:22])[CH3:21])=[O:18])([CH3:9])([CH3:8])[CH3:7].[Cl-].[NH4+]. Product: [C:6]([Si:10]([C:36]1[CH:37]=[CH:38][CH:39]=[CH:40][CH:41]=1)([C:30]1[CH:31]=[CH:32][CH:33]=[CH:34][CH:35]=1)[O:11][CH2:12][CH2:13][CH2:14][C@H:15]([C:24](=[O:29])[C:4]#[C:3][CH:2]1[CH2:1][CH:13]([CH2:14][CH:15]([CH3:24])[CH3:16])[CH2:12]1)[CH2:16][C:17]([O:19][C:20]([CH3:21])([CH3:23])[CH3:22])=[O:18])([CH3:8])([CH3:7])[CH3:9]. The catalyst class is: 7. (3) Reactant: Cl.[C:2]([N:6]1[C:10]2[N:11]=[CH:12][N:13]=[CH:14][C:9]=2[C:8]([C:15]([C:17]2[CH:22]=[CH:21][N:20]=[C:19]([N:23]=C(C3C=CC=CC=3)C3C=CC=CC=3)[CH:18]=2)=[O:16])=[CH:7]1)([CH3:5])([CH3:4])[CH3:3].O.[OH-].[Na+]. Product: [NH2:23][C:19]1[CH:18]=[C:17]([C:15]([C:8]2[C:9]3[CH:14]=[N:13][CH:12]=[N:11][C:10]=3[N:6]([C:2]([CH3:5])([CH3:4])[CH3:3])[CH:7]=2)=[O:16])[CH:22]=[CH:21][N:20]=1. The catalyst class is: 56. (4) Reactant: [Cl:1][C:2]1[CH:7]=[CH:6][C:5]([SH:8])=[C:4]([O:9][CH3:10])[CH:3]=1.C(N(CC)CC)C.Br[CH2:19][CH2:20][C:21]([O:23][CH2:24][CH3:25])=[O:22].O. Product: [Cl:1][C:2]1[CH:7]=[CH:6][C:5]([S:8][CH2:19][CH2:20][C:21]([O:23][CH2:24][CH3:25])=[O:22])=[C:4]([O:9][CH3:10])[CH:3]=1. The catalyst class is: 13. (5) Reactant: [NH2:1][CH2:2][C:3]1[CH:4]=[C:5]([C:13]2[C:17]3[CH2:18][N:19]([S:22]([CH3:25])(=[O:24])=[O:23])[CH2:20][CH2:21][C:16]=3[N:15]([CH2:26][CH:27]([OH:34])[CH2:28][N:29]3[CH2:33][CH2:32][CH2:31][CH2:30]3)[N:14]=2)[CH:6]=[CH:7][C:8]=1[C:9]([F:12])([F:11])[F:10].Cl[C:36]1[O:37][C:38]2[CH:44]=[CH:43][CH:42]=[CH:41][C:39]=2[N:40]=1.C([O-])([O-])=O.[K+].[K+]. Product: [O:37]1[C:38]2[CH:44]=[CH:43][CH:42]=[CH:41][C:39]=2[N:40]=[C:36]1[NH:1][CH2:2][C:3]1[CH:4]=[C:5]([C:13]2[C:17]3[CH2:18][N:19]([S:22]([CH3:25])(=[O:23])=[O:24])[CH2:20][CH2:21][C:16]=3[N:15]([CH2:26][CH:27]([OH:34])[CH2:28][N:29]3[CH2:33][CH2:32][CH2:31][CH2:30]3)[N:14]=2)[CH:6]=[CH:7][C:8]=1[C:9]([F:11])([F:12])[F:10]. The catalyst class is: 3. (6) Reactant: [C:1]([C:3]1[CH:8]=[CH:7][CH:6]=[CH:5][C:4]=1/[C:9](/[C:17]1[CH:22]=[C:21]([Cl:23])[N:20]=[C:19]([Cl:24])[CH:18]=1)=[N:10]/S(C(C)(C)C)=O)#[N:2].[CH3:25][O:26][C:27]1[CH:28]=[C:29]([Mg]Br)[CH:30]=[CH:31][CH:32]=1.Cl.C(=O)([O-])O.[Na+]. Product: [Cl:24][C:19]1[CH:18]=[C:17]([C:9]2([C:31]3[CH:30]=[CH:29][CH:28]=[C:27]([O:26][CH3:25])[CH:32]=3)[C:4]3[C:3](=[CH:8][CH:7]=[CH:6][CH:5]=3)[C:1]([NH2:2])=[N:10]2)[CH:22]=[C:21]([Cl:23])[N:20]=1. The catalyst class is: 7. (7) Reactant: [C:1]([C:3]1[CH:4]=[C:5]([NH:9][C:10]2[C:19]3[C:14](=[CH:15][CH:16]=[C:17]([S:20]([N:23]4[CH:27]=[CH:26][C:25]([CH:28]=[CH:29]C(O)=O)=[CH:24]4)(=[O:22])=[O:21])[CH:18]=3)[N:13]=[CH:12][N:11]=2)[CH:6]=[CH:7][CH:8]=1)#[CH:2].[C:33](=[O:47])([O:35][C:36]1[CH:41]=CC=C(C(C)(C)C)[C:37]=1N)N.F[P-](F)(F)(F)(F)F.[N:55]1(O[P+](N(C)C)(N(C)C)N(C)C)[C:59]2[CH:60]=[CH:61][CH:62]=[CH:63][C:58]=2[N:57]=N1.[CH2:75](N(CC)CC)C.CN([CH:85]=[O:86])C. Product: [C:36]([O:35][C:33](=[O:47])[NH:55][C:59]1[CH:60]=[CH:61][CH:62]=[CH:63][C:58]=1[NH:57][C:85](=[O:86])[CH:29]=[CH:28][C:25]1[CH:26]=[CH:27][N:23]([S:20]([C:17]2[CH:18]=[C:19]3[C:14](=[CH:15][CH:16]=2)[N:13]=[CH:12][N:11]=[C:10]3[NH:9][C:5]2[CH:6]=[CH:7][CH:8]=[C:3]([C:1]#[CH:2])[CH:4]=2)(=[O:22])=[O:21])[CH:24]=1)([CH3:75])([CH3:41])[CH3:37]. The catalyst class is: 10.